This data is from Full USPTO retrosynthesis dataset with 1.9M reactions from patents (1976-2016). The task is: Predict the reactants needed to synthesize the given product. (1) Given the product [N:46]1([C:43]2[CH:44]=[CH:45][C:40]([NH:39][C:35]3[N:34]=[C:33]([C:32]4[N:31]5[C:27]([S:28][CH:29]=[CH:30]5)=[N:26][C:25]=4[C:21]4[CH:20]=[C:19]([NH:18][C:16](=[O:17])[O:68][CH2:67][C:62]5[CH:63]=[CH:64][CH:65]=[C:60]([C:1]#[N:3])[CH:61]=5)[CH:24]=[CH:23][CH:22]=4)[CH:38]=[CH:37][N:36]=3)=[CH:41][CH:42]=2)[CH2:51][CH2:50][O:70][CH2:48][CH2:47]1, predict the reactants needed to synthesize it. The reactants are: [C:1](N1C=CN=C1)([N:3]1C=CN=C1)=O.ClC1C=CC=C(Cl)C=1[C:16]([NH:18][C:19]1[CH:24]=[CH:23][CH:22]=[C:21]([C:25]2[N:26]=[C:27]3[N:31]([C:32]=2[C:33]2[CH:38]=[CH:37][N:36]=[C:35]([NH:39][C:40]4[CH:45]=[CH:44][C:43]([N:46]5[CH2:51][CH2:50]N(CC)[CH2:48][CH2:47]5)=[CH:42][CH:41]=4)[N:34]=2)[CH:30]=[CH:29][S:28]3)[CH:20]=1)=[O:17].F[C:60]1[CH:61]=[C:62]([CH2:67][OH:68])[CH:63]=[C:64](F)[CH:65]=1.C(Cl)(Cl)=[O:70]. (2) Given the product [O:1]=[S:2]1(=[O:9])[CH2:7][CH2:6][CH:5]([OH:8])[CH2:4][CH2:3]1, predict the reactants needed to synthesize it. The reactants are: [O:1]=[S:2]1(=[O:9])[CH2:7][CH2:6][C:5](=[O:8])[CH2:4][CH2:3]1.[BH4-].[Na+].Cl. (3) Given the product [CH2:5]([C:10]1[C:9](=[O:15])[CH2:14][CH2:13][CH2:12][CH:11]=1)[CH2:6][CH3:7], predict the reactants needed to synthesize it. The reactants are: C(O)C.O1C[CH2:7][CH2:6][CH2:5]1.[C:9]1([O:15]C)[CH:14]=[CH:13][CH:12]=[CH:11][CH:10]=1.[Li]. (4) The reactants are: [OH:1][C:2]1[CH:7]=[CH:6][C:5]([CH:8]2[CH2:13][CH2:12][NH:11][CH2:10][CH:9]2[O:14][CH2:15][C:16]2[CH:25]=[C:24]3[C:19]([CH2:20][CH2:21][C:22](=[O:31])[N:23]3[CH2:26][CH2:27][CH2:28][O:29][CH3:30])=[CH:18][CH:17]=2)=[CH:4][CH:3]=1.[CH:32]([O:34][CH2:35][C:36]1[CH:41]=[CH:40][CH:39]=[CH:38][CH:37]=1)=[O:33]. Given the product [OH:1][C:2]1[CH:7]=[CH:6][C:5]([CH:8]2[CH2:13][CH2:12][N:11]([C:32]([O:34][CH2:35][C:36]3[CH:41]=[CH:40][CH:39]=[CH:38][CH:37]=3)=[O:33])[CH2:10][CH:9]2[O:14][CH2:15][C:16]2[CH:25]=[C:24]3[C:19]([CH2:20][CH2:21][C:22](=[O:31])[N:23]3[CH2:26][CH2:27][CH2:28][O:29][CH3:30])=[CH:18][CH:17]=2)=[CH:4][CH:3]=1, predict the reactants needed to synthesize it. (5) Given the product [CH2:1]([N:4]1[C:13]2[C:8](=[CH:9][C:10]([F:14])=[CH:11][CH:12]=2)[N:7]([C:15](=[O:24])[C:16]2[CH:17]=[CH:18][C:19]([OH:22])=[CH:20][CH:21]=2)[C@H:6]([CH2:25][CH3:26])[C:5]1=[O:27])[CH:2]=[CH2:3], predict the reactants needed to synthesize it. The reactants are: [CH2:1]([N:4]1[C:13]2[C:8](=[CH:9][C:10]([F:14])=[CH:11][CH:12]=2)[N:7]([C:15](=[O:24])[C:16]2[CH:21]=[CH:20][C:19]([O:22]C)=[CH:18][CH:17]=2)[C@H:6]([CH2:25][CH3:26])[C:5]1=[O:27])[CH:2]=[CH2:3].C([C@H]1N(C(=O)C2C=CC(O)=CC=2)C2C(=CC(F)=CC=2)N(C)C1=O)C. (6) The reactants are: Cl.[F:2][C:3]([F:18])([F:17])[C:4]1[CH:16]=[CH:15][CH:14]=[CH:13][C:5]=1[O:6][CH:7]1[CH2:12][CH2:11][NH:10][CH2:9][CH2:8]1.Br[C:20]1[S:24][C:23]([NH2:25])=[N:22][N:21]=1.C([O-])([O-])=O.[K+].[K+]. Given the product [F:18][C:3]([F:2])([F:17])[C:4]1[CH:16]=[CH:15][CH:14]=[CH:13][C:5]=1[O:6][CH:7]1[CH2:12][CH2:11][N:10]([C:20]2[S:24][C:23]([NH2:25])=[N:22][N:21]=2)[CH2:9][CH2:8]1, predict the reactants needed to synthesize it. (7) The reactants are: [Cl:1][C:2]1[CH:3]=[C:4]([CH:7]=[CH:8][C:9]=1F)[CH:5]=[O:6].[F:11][C:12]1[CH:13]=[C:14]([OH:19])[CH:15]=[CH:16][C:17]=1[F:18]. Given the product [Cl:1][C:2]1[CH:3]=[C:4]([CH:7]=[CH:8][C:9]=1[O:19][C:14]1[CH:15]=[CH:16][C:17]([F:18])=[C:12]([F:11])[CH:13]=1)[CH:5]=[O:6], predict the reactants needed to synthesize it. (8) Given the product [N:27]1[CH:30]=[CH:31][CH:39]=[C:25]([NH:24][C:22]([N:14]2[CH2:13][CH2:12][N:11]([CH2:10][C:8]3[CH:7]=[CH:6][C:5]4[O:1][CH2:2][O:3][C:4]=4[CH:9]=3)[CH2:16][CH2:15]2)=[O:21])[CH:26]=1, predict the reactants needed to synthesize it. The reactants are: [O:1]1[C:5]2[CH:6]=[CH:7][C:8]([CH2:10][N:11]3[CH2:16][CH2:15][NH:14][CH2:13][CH2:12]3)=[CH:9][C:4]=2[O:3][CH2:2]1.C([O:21][C:22]([N:24]1CC[N:27]([CH2:30][C:31]2[CH:39]=CC3OCOC=3C=2)[CH2:26][CH2:25]1)=O)(C)(C)C. (9) Given the product [NH:11]1[C:15]2[CH:16]=[CH:17][CH:18]=[CH:19][C:14]=2[N:13]=[C:12]1[C@H:8]([NH:9][C:10](=[O:20])[NH:23][C@H:24]([C:26]1[CH:35]=[CH:34][C:29]([C:30]([O:32][CH3:33])=[O:31])=[CH:28][CH:27]=1)[CH3:25])[CH2:7][C:6]1[CH:21]=[CH:22][C:3]([O:2][CH3:1])=[CH:4][CH:5]=1, predict the reactants needed to synthesize it. The reactants are: [CH3:1][O:2][C:3]1[CH:22]=[CH:21][C:6]([CH2:7][C@@H:8]2[C:12]3=[N:13][C:14]4[CH:19]=[CH:18][CH:17]=[CH:16][C:15]=4[N:11]3[C:10](=[O:20])[NH:9]2)=[CH:5][CH:4]=1.[NH2:23][C@H:24]([C:26]1[CH:35]=[CH:34][C:29]([C:30]([O:32][CH3:33])=[O:31])=[CH:28][CH:27]=1)[CH3:25].C(O)(C(F)(F)F)=O. (10) Given the product [Cl:1][C:2]1[CH:3]=[C:4]([NH:9][C:10]([N:12]2[CH2:17][CH2:16][N:15]([CH2:18][C@@H:19]3[CH2:24][CH2:23][CH2:22][N:21]([CH2:34][C:33]4[CH:32]=[N:31][C:30]([O:29][CH2:28][CH2:27][O:26][CH3:25])=[CH:37][CH:36]=4)[CH2:20]3)[CH2:14][CH2:13]2)=[O:11])[CH:5]=[CH:6][C:7]=1[Cl:8], predict the reactants needed to synthesize it. The reactants are: [Cl:1][C:2]1[CH:3]=[C:4]([NH:9][C:10]([N:12]2[CH2:17][CH2:16][N:15]([CH2:18][C@@H:19]3[CH2:24][CH2:23][CH2:22][NH:21][CH2:20]3)[CH2:14][CH2:13]2)=[O:11])[CH:5]=[CH:6][C:7]=1[Cl:8].[CH3:25][O:26][CH2:27][CH2:28][O:29][C:30]1[CH:37]=[CH:36][C:33]([CH:34]=O)=[CH:32][N:31]=1.C(O[BH-](OC(=O)C)OC(=O)C)(=O)C.[Na+].